Dataset: Forward reaction prediction with 1.9M reactions from USPTO patents (1976-2016). Task: Predict the product of the given reaction. (1) Given the reactants [H-].[Na+].[CH2:3]([C:6]1[C:14]2[C:13]([C:15]([O:17][CH3:18])=[O:16])=[CH:12][CH:11]=[CH:10][C:9]=2[NH:8][CH:7]=1)[CH:4]=[CH2:5].[C:19]1([S:25](Cl)(=[O:27])=[O:26])[CH:24]=[CH:23][CH:22]=[CH:21][CH:20]=1, predict the reaction product. The product is: [CH2:3]([C:6]1[C:14]2[C:13]([C:15]([O:17][CH3:18])=[O:16])=[CH:12][CH:11]=[CH:10][C:9]=2[N:8]([S:25]([C:19]2[CH:24]=[CH:23][CH:22]=[CH:21][CH:20]=2)(=[O:27])=[O:26])[CH:7]=1)[CH:4]=[CH2:5]. (2) Given the reactants [CH2:1]([C:4]1[C:13]([O:14][CH2:15][C:16]2[CH:21]=[CH:20][CH:19]=[CH:18][CH:17]=2)=[CH:12][C:7]([C:8]([O:10][CH3:11])=[O:9])=[CH:6][C:5]=1[C:22]([O:24][CH3:25])=[O:23])[CH:2]=C.[O:26]=[O+][O-], predict the reaction product. The product is: [CH2:15]([O:14][C:13]1[C:4]([CH2:1][CH:2]=[O:26])=[C:5]([C:22]([O:24][CH3:25])=[O:23])[CH:6]=[C:7]([CH:12]=1)[C:8]([O:10][CH3:11])=[O:9])[C:16]1[CH:21]=[CH:20][CH:19]=[CH:18][CH:17]=1. (3) Given the reactants Cl[C:2]1[CH:7]=[CH:6][N:5]=[C:4]2[NH:8][C:9]([C:11]3[CH:20]=[CH:19][C:14]([C:15]([O:17]C)=[O:16])=[CH:13][CH:12]=3)=[N:10][C:3]=12.[CH3:21][O:22][CH2:23][CH2:24][CH2:25][NH2:26].[OH-].[Li+].Cl.C1C[O:33][CH2:32]C1.O, predict the reaction product. The product is: [CH3:21][O:22][CH2:23][CH2:24][CH2:25][NH:26][C:32]([C:2]1[CH:7]=[CH:6][N:5]=[C:4]2[NH:8][C:9]([C:11]3[CH:20]=[CH:19][C:14]([C:15]([OH:17])=[O:16])=[CH:13][CH:12]=3)=[N:10][C:3]=12)=[O:33]. (4) Given the reactants [F:1][C:2]1([CH2:15][OH:16])[CH2:7][CH2:6][N:5](C(OC(C)(C)C)=O)[CH2:4][CH2:3]1.[ClH:17].CCOCC, predict the reaction product. The product is: [ClH:17].[F:1][C:2]1([CH2:15][OH:16])[CH2:7][CH2:6][NH:5][CH2:4][CH2:3]1.